From a dataset of Full USPTO retrosynthesis dataset with 1.9M reactions from patents (1976-2016). Predict the reactants needed to synthesize the given product. Given the product [C:1]([O:5][CH:6]([C:11]1[C:12]([C:21]2[CH:22]=[C:23]3[C:28](=[CH:29][CH:30]=2)[O:27][CH2:26][CH2:25][CH2:24]3)=[C:13]2[CH:20]=[CH:19][N:18]([CH2:34][C:33]3[C:32]([F:31])=[CH:39][CH:38]=[CH:37][C:36]=3[F:40])[C:14]2=[N:15][C:16]=1[CH3:17])[C:7]([OH:9])=[O:8])([CH3:4])([CH3:3])[CH3:2], predict the reactants needed to synthesize it. The reactants are: [C:1]([O:5][CH:6]([C:11]1[C:12]([C:21]2[CH:22]=[C:23]3[C:28](=[CH:29][CH:30]=2)[O:27][CH2:26][CH2:25][CH2:24]3)=[C:13]2[CH:20]=[CH:19][NH:18][C:14]2=[N:15][C:16]=1[CH3:17])[C:7]([O:9]C)=[O:8])([CH3:4])([CH3:3])[CH3:2].[F:31][C:32]1[CH:39]=[CH:38][CH:37]=[C:36]([F:40])[C:33]=1[CH2:34]Br.